This data is from Reaction yield outcomes from USPTO patents with 853,638 reactions. The task is: Predict the reaction yield, written as a fraction of the theoretical maximum amount of product (1.0 means a 100% yield; for example, 0.34 means a 34% yield). (1) The reactants are Br[C:2]1[CH:3]=[N:4][C:5]([Cl:8])=[N:6][CH:7]=1.[CH3:9][S:10]SC.C([Li])CCC.CCCCCC.[Cl-].[NH4+]. The catalyst is O1CCCC1. The product is [Cl:8][C:5]1[N:4]=[CH:3][C:2]([S:10][CH3:9])=[CH:7][N:6]=1. The yield is 0.180. (2) The reactants are CON(C)[C:4]([C:6]1[CH:7]=[C:8]2[C:13](=[CH:14][CH:15]=1)[N:12]=[CH:11][CH:10]=[CH:9]2)=[O:5].[CH2:17]1COCC1.C[Mg]Br.Cl. No catalyst specified. The product is [N:12]1[C:13]2[C:8](=[CH:7][C:6]([C:4](=[O:5])[CH3:17])=[CH:15][CH:14]=2)[CH:9]=[CH:10][CH:11]=1. The yield is 0.866. (3) The reactants are Br[C:2]1[CH:7]=[CH:6][C:5]([N:8]([C:13]2[C:32]([CH:33]3[CH2:35][CH2:34]3)=[CH:31][C:16]3[C:17]([C:27]([NH:29][CH3:30])=[O:28])=[C:18]([C:20]4[CH:25]=[CH:24][C:23]([F:26])=[CH:22][CH:21]=4)[O:19][C:15]=3[CH:14]=2)[S:9]([CH3:12])(=[O:11])=[O:10])=[CH:4][C:3]=1[S:36]([CH3:39])(=[O:38])=[O:37].CC1(C)C(C)(C)[O:44][B:43](B2OC(C)(C)C(C)(C)O2)[O:42]1.C([O-])(=O)C.[K+].Cl.I([O-])(=O)(=O)=O.[Na+]. The catalyst is O1CCOCC1.CCOC(C)=O. The product is [CH:33]1([C:32]2[C:13]([N:8]([C:5]3[CH:6]=[CH:7][C:2]([B:43]([OH:44])[OH:42])=[C:3]([S:36]([CH3:39])(=[O:38])=[O:37])[CH:4]=3)[S:9]([CH3:12])(=[O:11])=[O:10])=[CH:14][C:15]3[O:19][C:18]([C:20]4[CH:25]=[CH:24][C:23]([F:26])=[CH:22][CH:21]=4)=[C:17]([C:27](=[O:28])[NH:29][CH3:30])[C:16]=3[CH:31]=2)[CH2:35][CH2:34]1. The yield is 0.0640. (4) The reactants are [NH3:1].C([O:4][C:5]([C:7]1[C:8](=[O:41])[C:9]2[CH:14]=[N:13][C:12]([NH:15][C:16]3[CH:21]=[CH:20][C:19]([CH2:22][CH2:23][N:24]4[CH2:29][CH2:28][N:27]([CH3:30])[CH2:26][CH2:25]4)=[CH:18][CH:17]=3)=[N:11][C:10]=2[N:31]([C:33]2[CH:38]=[CH:37][C:36]([C:39]#[CH:40])=[CH:35][CH:34]=2)[CH:32]=1)=O)C. The catalyst is CO. The product is [C:39]([C:36]1[CH:35]=[CH:34][C:33]([N:31]2[C:10]3[N:11]=[C:12]([NH:15][C:16]4[CH:21]=[CH:20][C:19]([CH2:22][CH2:23][N:24]5[CH2:25][CH2:26][N:27]([CH3:30])[CH2:28][CH2:29]5)=[CH:18][CH:17]=4)[N:13]=[CH:14][C:9]=3[C:8](=[O:41])[C:7]([C:5]([NH2:1])=[O:4])=[CH:32]2)=[CH:38][CH:37]=1)#[CH:40]. The yield is 0.820. (5) The reactants are [N+:1]([C:4]1[N:5]=[C:6]([S:9]([C:12]2[CH:17]=[CH:16][C:15]([N+:18]([O-:20])=[O:19])=[CH:14][CH:13]=2)(=[O:11])=[O:10])[NH:7][CH:8]=1)([O-:3])=[O:2].[CH3:21]N(C)C=O.C(=O)([O-])[O-].[K+].[K+].[F-].[Cs+].[C:34]([O:37][CH2:38][CH3:39])(=O)C. The catalyst is O. The product is [CH3:21][C@@:38]1([CH2:39][N:7]2[CH:8]=[C:4]([N+:1]([O-:3])=[O:2])[N:5]=[C:6]2[S:9]([C:12]2[CH:13]=[CH:14][C:15]([N+:18]([O-:20])=[O:19])=[CH:16][CH:17]=2)(=[O:11])=[O:10])[CH2:34][O:37]1. The yield is 0.310.